The task is: Regression. Given two drug SMILES strings and cell line genomic features, predict the synergy score measuring deviation from expected non-interaction effect.. This data is from NCI-60 drug combinations with 297,098 pairs across 59 cell lines. (1) Drug 1: C1C(C(OC1N2C=C(C(=O)NC2=O)F)CO)O. Drug 2: CC1=C(N=C(N=C1N)C(CC(=O)N)NCC(C(=O)N)N)C(=O)NC(C(C2=CN=CN2)OC3C(C(C(C(O3)CO)O)O)OC4C(C(C(C(O4)CO)O)OC(=O)N)O)C(=O)NC(C)C(C(C)C(=O)NC(C(C)O)C(=O)NCCC5=NC(=CS5)C6=NC(=CS6)C(=O)NCCC[S+](C)C)O. Cell line: NCI-H322M. Synergy scores: CSS=8.30, Synergy_ZIP=-1.73, Synergy_Bliss=-0.538, Synergy_Loewe=-4.18, Synergy_HSA=-2.77. (2) Drug 2: C1CC(=O)NC(=O)C1N2C(=O)C3=CC=CC=C3C2=O. Cell line: A498. Drug 1: CC1C(C(=O)NC(C(=O)N2CCCC2C(=O)N(CC(=O)N(C(C(=O)O1)C(C)C)C)C)C(C)C)NC(=O)C3=C4C(=C(C=C3)C)OC5=C(C(=O)C(=C(C5=N4)C(=O)NC6C(OC(=O)C(N(C(=O)CN(C(=O)C7CCCN7C(=O)C(NC6=O)C(C)C)C)C)C(C)C)C)N)C. Synergy scores: CSS=15.1, Synergy_ZIP=0.446, Synergy_Bliss=3.32, Synergy_Loewe=-14.6, Synergy_HSA=0.183.